This data is from Reaction yield outcomes from USPTO patents with 853,638 reactions. The task is: Predict the reaction yield, written as a fraction of the theoretical maximum amount of product (1.0 means a 100% yield; for example, 0.34 means a 34% yield). (1) The reactants are I[C:2]1[CH:7]=[CH:6][C:5]([O:8][CH3:9])=[CH:4][C:3]=1[OH:10].[CH:11]#[C:12][CH2:13][CH3:14]. No catalyst specified. The product is [CH3:9][O:8][C:5]1[CH:6]=[CH:7][C:2]2[CH:11]=[C:12]([CH2:13][CH3:14])[O:10][C:3]=2[CH:4]=1. The yield is 0.810. (2) The reactants are C([O:9][C@@H:10]1[C@@H:39]([O:40]C(=O)C2C=CC=CC=2)[C@H:38]([O:49]C(=O)C2C=CC=CC=2)[C@@H:37]([C@H:58]([CH3:68])[O:59]C(=O)C2C=CC=CC=2)[O:36][C@H:11]1[O:12][C:13]1[CH:18]=[C:17]([CH2:19][O:20]C(=O)C)[CH:16]=[CH:15][C:14]=1[CH2:24][C:25]1[CH:30]=[CH:29][C:28]([CH2:31][O:32]C(=O)C)=[CH:27][CH:26]=1)(=O)C1C=CC=CC=1.C(=O)([O-])[O-].[K+].[K+]. The catalyst is O1CCCC1.CO. The product is [O:12]([C:13]1[CH:18]=[C:17]([CH2:19][OH:20])[CH:16]=[CH:15][C:14]=1[CH2:24][C:25]1[CH:26]=[CH:27][C:28]([CH2:31][OH:32])=[CH:29][CH:30]=1)[C@@H:11]1[O:36][C@H:37]([C@@H:58]([CH3:68])[OH:59])[C@@H:38]([OH:49])[C@H:39]([OH:40])[C@H:10]1[OH:9]. The yield is 0.305. (3) The reactants are [N:1]1[CH:2]=[CH:3][N:4]2[C:9]=1[CH:8]=[CH:7][C:6]([O:10][C:11]1[CH:12]=[C:13]([CH:18]=[CH:19][CH:20]=1)[C:14]([O:16]C)=[O:15])=[N:5]2.[OH-].[Na+].Cl. The catalyst is CO. The product is [N:1]1[CH:2]=[CH:3][N:4]2[C:9]=1[CH:8]=[CH:7][C:6]([O:10][C:11]1[CH:12]=[C:13]([CH:18]=[CH:19][CH:20]=1)[C:14]([OH:16])=[O:15])=[N:5]2. The yield is 0.660. (4) The reactants are [I:1][C:2]1[CH:8]=[C:7]([N+:9]([O-:11])=[O:10])[CH:6]=[CH:5][C:3]=1[NH2:4].[Si:12]([O:19][CH2:20][CH:21]=O)([C:15]([CH3:18])([CH3:17])[CH3:16])([CH3:14])[CH3:13].C(O)(C(F)(F)F)=O.[BH3-]C#N.[Na+]. The catalyst is CO. The product is [C:15]([Si:12]([CH3:14])([CH3:13])[O:19][CH2:20][CH2:21][NH:4][C:3]1[CH:5]=[CH:6][C:7]([N+:9]([O-:11])=[O:10])=[CH:8][C:2]=1[I:1])([CH3:18])([CH3:17])[CH3:16]. The yield is 0.250. (5) The reactants are [CH3:1][C:2]([CH3:34])([CH2:5][C@@:6]1([C:28]2[CH:33]=[CH:32][CH:31]=[CH:30][CH:29]=2)[O:11][C:10](=[O:12])[N:9]([C@H:13]([C:15]2[CH:20]=[CH:19][C:18]([C:21]3[CH:26]=[CH:25][C:24](=[O:27])[NH:23][CH:22]=3)=[CH:17][CH:16]=2)[CH3:14])[CH2:8][CH2:7]1)[C:3]#[N:4].C([O-])([O-])=O.[Cs+].[Cs+].[CH:41](I)([CH3:43])[CH3:42]. The catalyst is CN(C=O)C. The product is [CH:41]([N:23]1[C:24](=[O:27])[CH:25]=[CH:26][C:21]([C:18]2[CH:19]=[CH:20][C:15]([C@@H:13]([N:9]3[CH2:8][CH2:7][C@:6]([CH2:5][C:2]([CH3:1])([CH3:34])[C:3]#[N:4])([C:28]4[CH:33]=[CH:32][CH:31]=[CH:30][CH:29]=4)[O:11][C:10]3=[O:12])[CH3:14])=[CH:16][CH:17]=2)=[CH:22]1)([CH3:43])[CH3:42]. The yield is 0.300. (6) The reactants are [CH2:1]([C:3]1[CH:4]([C:9]([O:11][CH2:12][CH3:13])=[O:10])[CH2:5][C:6](=[O:8])[CH:7]=1)[CH3:2]. The catalyst is [Pd].CCOC(C)=O. The product is [CH2:1]([CH:3]1[CH2:7][C:6](=[O:8])[CH2:5][CH:4]1[C:9]([O:11][CH2:12][CH3:13])=[O:10])[CH3:2]. The yield is 0.990. (7) The reactants are [C:1]([O:5][C:6](=[O:31])[NH:7][C@H:8]([C:12]1[CH:17]=[C:16]([C:18]2[N:22]([CH3:23])[N:21]=[CH:20][C:19]=2[NH:24][C:25](=[O:30])[C@H:26]([CH3:29])[CH:27]=C)[CH:15]=[CH:14][N:13]=1)[CH2:9][CH:10]=C)([CH3:4])([CH3:3])[CH3:2]. The product is [CH3:23][N:22]1[N:21]=[CH:20][C:19]2[NH:24][C:25](=[O:30])[C@H:26]([CH3:27])[CH:29]=[CH:10][CH2:9][C@H:8]([NH:7][C:6](=[O:31])[O:5][C:1]([CH3:3])([CH3:4])[CH3:2])[C:12]3[CH:17]=[C:16]([CH:15]=[CH:14][N:13]=3)[C:18]1=2. The catalyst is ClCCCl.Cl[Ru](=C1N(C2C(C)=CC(C)=CC=2C)CCN1C1C(C)=CC(C)=CC=1C)(Cl)(=CC1C=CC=CC=1)[P](C1CCCCC1)(C1CCCCC1)C1CCCCC1. The yield is 0.200.